From a dataset of Reaction yield outcomes from USPTO patents with 853,638 reactions. Predict the reaction yield, written as a fraction of the theoretical maximum amount of product (1.0 means a 100% yield; for example, 0.34 means a 34% yield). (1) The reactants are Cl.[O:2]1[CH2:7][CH2:6][N:5]([CH2:8][CH2:9][N:10]([C:15]2[CH:16]=[C:17]3[C:21](=[CH:22][CH:23]=2)[N:20]([CH2:24][C:25]([OH:27])=[O:26])[C:19](=[O:28])[CH2:18]3)[S:11]([CH3:14])(=[O:13])=[O:12])[CH2:4][CH2:3]1.[Cl:29][C:30]1[CH:31]=[N+:32]([O-:55])[CH:33]=[C:34]([Cl:54])[C:35]=1[CH2:36][C@@H:37]([C:39]1[CH:44]=[CH:43][C:42]([O:45][CH:46]([F:48])[F:47])=[C:41]([O:49][CH2:50][CH:51]2[CH2:53][CH2:52]2)[CH:40]=1)O.C(Cl)CCl. The catalyst is CN(C1C=CN=CC=1)C.C(Cl)Cl. The product is [Cl:29][C:30]1[CH:31]=[N+:32]([O-:55])[CH:33]=[C:34]([Cl:54])[C:35]=1[CH2:36][C@@H:37]([C:39]1[CH:44]=[CH:43][C:42]([O:45][CH:46]([F:48])[F:47])=[C:41]([O:49][CH2:50][CH:51]2[CH2:53][CH2:52]2)[CH:40]=1)[O:26][C:25](=[O:27])[CH2:24][N:20]1[C:21]2[C:17](=[CH:16][C:15]([N:10]([CH2:9][CH2:8][N:5]3[CH2:6][CH2:7][O:2][CH2:3][CH2:4]3)[S:11]([CH3:14])(=[O:13])=[O:12])=[CH:23][CH:22]=2)[CH2:18][C:19]1=[O:28]. The yield is 0.398. (2) The reactants are [Br:1][C:2]1[CH:3]=[C:4]([CH:9]=[CH:10][C:11]=1[OH:12])[C:5]([O:7][CH3:8])=[O:6].C(=O)([O-])[O-].[K+].[K+].[CH2:19](Br)[C:20]1[CH:25]=[CH:24][CH:23]=[CH:22][CH:21]=1. The catalyst is C(#N)C. The product is [CH2:19]([O:12][C:11]1[CH:10]=[CH:9][C:4]([C:5]([O:7][CH3:8])=[O:6])=[CH:3][C:2]=1[Br:1])[C:20]1[CH:25]=[CH:24][CH:23]=[CH:22][CH:21]=1. The yield is 0.750. (3) The reactants are [F:1][C:2]1[C:3]([O:39]C)=[CH:4][C:5]([CH2:34][C:35]([F:38])([F:37])[F:36])=[C:6]([C:8]2[N:13]=[C:12]3[NH:14][N:15]=[C:16]([I:17])[C:11]3=[C:10]([NH:18][CH2:19][C:20]3[CH:25]=[C:24]([O:26]C)[CH:23]=[CH:22][C:21]=3[N:28]([CH3:33])[S:29]([CH3:32])(=[O:31])=[O:30])[N:9]=2)[CH:7]=1.B(Br)(Br)Br. The catalyst is C(Cl)Cl. The product is [F:1][C:2]1[C:3]([OH:39])=[CH:4][C:5]([CH2:34][C:35]([F:36])([F:37])[F:38])=[C:6]([C:8]2[N:13]=[C:12]3[NH:14][N:15]=[C:16]([I:17])[C:11]3=[C:10]([NH:18][CH2:19][C:20]3[CH:25]=[C:24]([OH:26])[CH:23]=[CH:22][C:21]=3[N:28]([CH3:33])[S:29]([CH3:32])(=[O:30])=[O:31])[N:9]=2)[CH:7]=1. The yield is 0.870. (4) The reactants are [Br:1][C:2]1[CH:3]=[C:4]2[C:9](=[CH:10][CH:11]=1)[N:8]=[CH:7][C:6]([C:12]([CH:14]1[CH2:16][CH2:15]1)=[O:13])=[C:5]2Cl.[NH2:18][C:19]1[CH:20]=[CH:21][C:22]([O:25][CH2:26][CH2:27][NH:28][C:29](=[O:35])[O:30][C:31]([CH3:34])([CH3:33])[CH3:32])=[N:23][CH:24]=1. No catalyst specified. The product is [Br:1][C:2]1[CH:3]=[C:4]2[C:9](=[CH:10][CH:11]=1)[N:8]=[CH:7][C:6]([C:12]([CH:14]1[CH2:16][CH2:15]1)=[O:13])=[C:5]2[NH:18][C:19]1[CH:20]=[CH:21][C:22]([O:25][CH2:26][CH2:27][NH:28][C:29](=[O:35])[O:30][C:31]([CH3:33])([CH3:32])[CH3:34])=[N:23][CH:24]=1. The yield is 0.630.